Dataset: Forward reaction prediction with 1.9M reactions from USPTO patents (1976-2016). Task: Predict the product of the given reaction. (1) Given the reactants [Cl:1][C:2]1[CH:7]=[C:6]([NH:8][C:9]2[CH:14]=[CH:13][C:12]([F:15])=[CH:11][C:10]=2[F:16])[CH:5]=[CH:4][C:3]=1[C:17]([C:19]1[CH:24]=[C:23]([C:25]2[N:26]=[N:27][N:28]([CH2:30][CH2:31][O:32]C3CCCCO3)[CH:29]=2)[CH:22]=[CH:21][C:20]=1[CH3:39])=[O:18].ClC1C=C([NH:47]C2C=CC(F)=CC=2F)C=CC=1C(C1C=C(C#C)C=CC=1C)=O.N(CC(N)=O)=[N+]=[N-], predict the reaction product. The product is: [Cl:1][C:2]1[CH:7]=[C:6]([NH:8][C:9]2[CH:14]=[CH:13][C:12]([F:15])=[CH:11][C:10]=2[F:16])[CH:5]=[CH:4][C:3]=1[C:17]([C:19]1[CH:24]=[C:23]([C:25]2[N:26]=[N:27][N:28]([CH2:30][C:31]([NH2:47])=[O:32])[CH:29]=2)[CH:22]=[CH:21][C:20]=1[CH3:39])=[O:18]. (2) Given the reactants [CH:1]1([C:4]2[CH:5]=[C:6]([CH:16]([CH2:21][C@H:22]3[CH2:42][CH2:41][C:24]4([O:28][C@H:27]([C:29]5[CH:34]=[CH:33][CH:32]=[CH:31][CH:30]=5)[C@@H:26]([C:35]5[CH:40]=[CH:39][CH:38]=[CH:37][CH:36]=5)[O:25]4)[CH2:23]3)[C:17]([O:19]C)=[O:18])[CH:7]=[CH:8][C:9]=2[S:10]([CH:13]2[CH2:15][CH2:14]2)(=[O:12])=[O:11])[CH2:3][CH2:2]1.[OH-].[Na+].CO, predict the reaction product. The product is: [CH:1]1([C:4]2[CH:5]=[C:6]([CH:16]([CH2:21][C@H:22]3[CH2:42][CH2:41][C:24]4([O:28][C@H:27]([C:29]5[CH:30]=[CH:31][CH:32]=[CH:33][CH:34]=5)[C@@H:26]([C:35]5[CH:40]=[CH:39][CH:38]=[CH:37][CH:36]=5)[O:25]4)[CH2:23]3)[C:17]([OH:19])=[O:18])[CH:7]=[CH:8][C:9]=2[S:10]([CH:13]2[CH2:14][CH2:15]2)(=[O:12])=[O:11])[CH2:2][CH2:3]1. (3) Given the reactants FC1C(F)=CC(C2C=CN=CC=2N([CH2:32][CH2:33][S:34]([CH3:37])(=[O:36])=[O:35])C(=O)C2C=C(C(F)(F)F)N=C(C(F)(F)F)C=2)=C(OC)C=1.[C:40]([O:44][C:45](=[O:64])[NH:46][C:47]1[CH:48]=[N:49][CH:50]=[CH:51][C:52]=1[C:53]1[CH:58]=[CH:57][CH:56]=[CH:55][C:54]=1[O:59][C:60]([F:63])([F:62])[F:61])([CH3:43])([CH3:42])[CH3:41].ClCCS(C)(=O)=O, predict the reaction product. The product is: [C:40]([O:44][C:45](=[O:64])[N:46]([CH2:32][CH2:33][S:34]([CH3:37])(=[O:36])=[O:35])[C:47]1[CH:48]=[N:49][CH:50]=[CH:51][C:52]=1[C:53]1[CH:58]=[CH:57][CH:56]=[CH:55][C:54]=1[O:59][C:60]([F:61])([F:62])[F:63])([CH3:43])([CH3:41])[CH3:42].